Predict which catalyst facilitates the given reaction. From a dataset of Catalyst prediction with 721,799 reactions and 888 catalyst types from USPTO. Reactant: [CH2:1]([N:8]1[CH:12]=[C:11]([CH2:13][CH2:14][C:15]([O:17]CC)=[O:16])[C:10]([OH:20])=[N:9]1)[C:2]1[CH:7]=[CH:6][CH:5]=[CH:4][CH:3]=1.Cl[CH2:22][C:23]1[CH:42]=[CH:41][C:26]([O:27][CH2:28][C:29]2[N:30]=[C:31]([C:35]3[CH:40]=[CH:39][CH:38]=[CH:37][CH:36]=3)[O:32][C:33]=2[CH3:34])=[CH:25][CH:24]=1.C(=O)([O-])[O-].[K+].[K+].CN(C)C=O. Product: [CH2:1]([N:8]1[CH:12]=[C:11]([CH2:13][CH2:14][C:15]([OH:17])=[O:16])[C:10]([O:20][CH2:22][C:23]2[CH:24]=[CH:25][C:26]([O:27][CH2:28][C:29]3[N:30]=[C:31]([C:35]4[CH:40]=[CH:39][CH:38]=[CH:37][CH:36]=4)[O:32][C:33]=3[CH3:34])=[CH:41][CH:42]=2)=[N:9]1)[C:2]1[CH:3]=[CH:4][CH:5]=[CH:6][CH:7]=1. The catalyst class is: 6.